The task is: Predict which catalyst facilitates the given reaction.. This data is from Catalyst prediction with 721,799 reactions and 888 catalyst types from USPTO. (1) Reactant: [F:1][CH:2]([F:15])[C@@H:3]1[C@@H:12]([OH:13])[C@H:11]([OH:14])[C@H:6]2[NH:7][C:8](=[S:10])[O:9][C@H:5]2[CH2:4]1.[CH3:16]I.[OH-].[Na+]. The catalyst class is: 14. Product: [F:15][CH:2]([F:1])[C@@H:3]1[C@@H:12]([OH:13])[C@H:11]([OH:14])[C@H:6]2[N:7]=[C:8]([S:10][CH3:16])[O:9][C@H:5]2[CH2:4]1. (2) Reactant: O.ON1C2C=CC=CC=2N=N1.Cl.[CH3:13][O:14][C:15](=[O:18])[CH2:16][NH2:17].CN1CCOCC1.Cl.C(C(NCCCN(C)C)=N)C.[C:38]([C:41]1[N:42]=[C:43]([CH:46]2[CH2:54][C:53]3[C:48](=[CH:49][CH:50]=[CH:51][CH:52]=3)[N:47]2[C:55]([O:57][C:58]([CH3:61])([CH3:60])[CH3:59])=[O:56])[NH:44][CH:45]=1)(O)=[O:39]. Product: [CH3:13][O:14][C:15](=[O:18])[CH2:16][NH:17][C:38]([C:41]1[N:42]=[C:43]([CH:46]2[CH2:54][C:53]3[C:48](=[CH:49][CH:50]=[CH:51][CH:52]=3)[N:47]2[C:55]([O:57][C:58]([CH3:61])([CH3:60])[CH3:59])=[O:56])[NH:44][CH:45]=1)=[O:39]. The catalyst class is: 2. (3) Reactant: [CH3:1][NH:2][S:3]([CH2:6][C:7]1[CH:8]=[CH:9][C:10]2[NH:15][CH:14]=[C:13]([CH2:16][CH2:17][N:18]([CH3:20])[CH3:19])[C:11]=2[CH:12]=1)(=[O:5])=[O:4].O.[C:22]([OH:29])(=[O:28])[CH2:23][CH2:24][C:25]([OH:27])=[O:26]. Product: [CH3:1][NH:2][S:3]([CH2:6][C:7]1[CH:8]=[CH:9][C:10]2[NH:15][CH:14]=[C:13]([CH2:16][CH2:17][N:18]([CH3:20])[CH3:19])[C:11]=2[CH:12]=1)(=[O:5])=[O:4].[CH2:23]([C:22]([OH:29])=[O:28])[CH2:24][C:25]([OH:27])=[O:26]. The catalyst class is: 10.